Dataset: CYP2C9 inhibition data for predicting drug metabolism from PubChem BioAssay. Task: Regression/Classification. Given a drug SMILES string, predict its absorption, distribution, metabolism, or excretion properties. Task type varies by dataset: regression for continuous measurements (e.g., permeability, clearance, half-life) or binary classification for categorical outcomes (e.g., BBB penetration, CYP inhibition). Dataset: cyp2c9_veith. (1) The molecule is C[C@H](CCC(=O)O)[C@H]1CC[C@@H]2[C@@H]3[C@@H](O)C[C@H]4C[C@@H](O)CC[C@@]4(C)[C@@H]3CC[C@]12C. The result is 0 (non-inhibitor). (2) The compound is CN1CCN(c2ccnc(-c3ccc(N(C)C)cc3)n2)CC1. The result is 0 (non-inhibitor). (3) The compound is CC(C)N(Cc1ccccc1)S(=O)(=O)c1n[nH]c(C(C)(C)C)n1. The result is 1 (inhibitor). (4) The compound is CCN(C1CCCCC1)S(=O)(=O)c1ccc(S(=O)(=O)NCc2ccncc2)cc1. The result is 1 (inhibitor). (5) The molecule is CN(C)Cc1ccc(O)c(CN(C)C)n1. The result is 0 (non-inhibitor). (6) The compound is Clc1ccccc1-c1nc(NC2CCNCC2)c2ccccc2n1. The result is 0 (non-inhibitor).